Task: Predict the reaction yield, written as a fraction of the theoretical maximum amount of product (1.0 means a 100% yield; for example, 0.34 means a 34% yield).. Dataset: Reaction yield outcomes from USPTO patents with 853,638 reactions (1) The reactants are [CH2:1]([O:3][C:4](=[O:17])[CH:5]=[C:6]([O:8][C:9]1[CH:14]=[CH:13][C:12]([O:15][CH3:16])=[CH:11][CH:10]=1)[CH3:7])[CH3:2].[Br:18]N1C(=O)CCC1=O.C(OOC(=O)C1C=CC=CC=1)(=O)C1C=CC=CC=1. The catalyst is C(Cl)(Cl)(Cl)Cl. The product is [CH2:1]([O:3][C:4](=[O:17])[CH:5]=[C:6]([O:8][C:9]1[CH:10]=[CH:11][C:12]([O:15][CH3:16])=[CH:13][CH:14]=1)[CH2:7][Br:18])[CH3:2]. The yield is 0.780. (2) The reactants are [F:1][C:2]1[CH:3]=[C:4]([CH:13]([CH3:19])[C:14]([O:16]CC)=[O:15])[CH:5]=[CH:6][C:7]=1[CH2:8][S:9]([CH3:12])(=[O:11])=[O:10].O1CCCC1.[OH-].[Li+]. The catalyst is O.C(OCC)C. The product is [F:1][C:2]1[CH:3]=[C:4]([CH:13]([CH3:19])[C:14]([OH:16])=[O:15])[CH:5]=[CH:6][C:7]=1[CH2:8][S:9]([CH3:12])(=[O:11])=[O:10]. The yield is 0.990. (3) The reactants are [CH2:1]([S:5][C:6]1[C:11]([O:12][CH3:13])=[CH:10][C:9]2[O:14][CH2:15][C:16]3[C:20]([C:21](O)=[O:22])=[N:19][N:18]([C:24]4[CH:28]=[CH:27][S:26][CH:25]=4)[C:17]=3[C:8]=2[CH:7]=1)[CH:2]([CH3:4])[CH3:3].C(Cl)Cl.C(P1(=O)OP(=O)(CCC)OP(=O)(CCC)O1)CC.[CH3:50][C:51]1([CH3:57])[CH2:56][O:55][CH2:54][CH2:53][NH:52]1.C(N(C(C)C)C(C)C)C. No catalyst specified. The yield is 0.400. The product is [CH3:50][C:51]1([CH3:57])[CH2:56][O:55][CH2:54][CH2:53][N:52]1[C:21]([C:20]1[C:16]2[CH2:15][O:14][C:9]3[CH:10]=[C:11]([O:12][CH3:13])[C:6]([S:5][CH2:1][CH:2]([CH3:3])[CH3:4])=[CH:7][C:8]=3[C:17]=2[N:18]([C:24]2[CH:28]=[CH:27][S:26][CH:25]=2)[N:19]=1)=[O:22]. (4) The reactants are [NH:1]1[CH:5]=[CH:4][CH:3]=[C:2]1[C:6]([O:8][CH3:9])=[O:7].[H-].[Na+].Cl[C:13]1[C:22]([N+:23]([O-:25])=[O:24])=[CH:21][C:16]([C:17]([O:19][CH3:20])=[O:18])=[CH:15][N:14]=1.S(Cl)(Cl)=O. The catalyst is CS(C)=O.CO. The product is [CH3:9][O:8][C:6]([C:2]1[N:1]([C:13]2[C:22]([N+:23]([O-:25])=[O:24])=[CH:21][C:16]([C:17]([O:19][CH3:20])=[O:18])=[CH:15][N:14]=2)[CH:5]=[CH:4][CH:3]=1)=[O:7]. The yield is 0.920. (5) The reactants are Br[C:2]1[CH:3]=[C:4]([NH:10][C:11]2[N:16]=[CH:15][C:14]([C:17]([CH3:21])([CH3:20])[C:18]#[N:19])=[CH:13][CH:12]=2)[C:5](=[O:9])[N:6]([CH3:8])[CH:7]=1.[C:22]([O:25][CH2:26][C:27]1[C:28]([N:42]2[N:51]=[CH:50][C:49]3[C:44](=[C:45]([F:56])[CH:46]=[C:47]([C:52]([CH3:55])([CH3:54])[CH3:53])[CH:48]=3)[C:43]2=[O:57])=[N:29][CH:30]=[CH:31][C:32]=1B1OC(C)(C)C(C)(C)O1)(=[O:24])[CH3:23].C([O-])(=O)C.[K+].[O-]P([O-])([O-])=O.[K+].[K+].[K+]. The catalyst is C1C=CC(P(C2C=CC=CC=2)[C-]2C=CC=C2)=CC=1.C1C=CC(P(C2C=CC=CC=2)[C-]2C=CC=C2)=CC=1.Cl[Pd]Cl.[Fe+2].O.C(#N)C. The product is [C:22]([O:25][CH2:26][C:27]1[C:28]([N:42]2[N:51]=[CH:50][C:49]3[C:44](=[C:45]([F:56])[CH:46]=[C:47]([C:52]([CH3:54])([CH3:53])[CH3:55])[CH:48]=3)[C:43]2=[O:57])=[N:29][CH:30]=[CH:31][C:32]=1[C:2]1[CH:3]=[C:4]([NH:10][C:11]2[CH:12]=[CH:13][C:14]([C:17]([C:18]#[N:19])([CH3:21])[CH3:20])=[CH:15][N:16]=2)[C:5](=[O:9])[N:6]([CH3:8])[CH:7]=1)(=[O:24])[CH3:23]. The yield is 0.330. (6) The reactants are [ClH:1].C(N(CC)CCNC(C1C=CC2C(=CC=C(I)C=2)C=1)=O)C.[CH2:23]([N:25]([CH2:46][CH3:47])[CH2:26][CH2:27][NH:28][C:29]([C:31]1[C:44]2[C:35](=[CH:36][C:37]3[C:42]([N:43]=2)=[CH:41][CH:40]=[CH:39][CH:38]=3)[C:34]([I:45])=[CH:33][CH:32]=1)=[O:30])[CH3:24].[K+].[Br-]. No catalyst specified. The product is [ClH:1].[ClH:1].[CH2:46]([N:25]([CH2:23][CH3:24])[CH2:26][CH2:27][NH:28][C:29]([C:31]1[C:44]2[C:35](=[CH:36][C:37]3[C:42]([N:43]=2)=[CH:41][CH:40]=[CH:39][CH:38]=3)[C:34]([I:45])=[CH:33][CH:32]=1)=[O:30])[CH3:47]. The yield is 0.710. (7) The reactants are [N+:1]([C:4]1[CH:5]=[C:6]([C:10]2[CH:15]=[CH:14][CH:13]=[C:12]([C:16]3[N:21]=[C:20]([C:22]([F:25])([F:24])[F:23])[CH:19]=[C:18]([C:26]4[CH:31]=[CH:30][C:29]([C:32]([F:35])([F:34])[F:33])=[CH:28][CH:27]=4)[N:17]=3)[CH:11]=2)[CH:7]=[CH:8][CH:9]=1)([O-])=O.C1COCC1. The catalyst is CO.[Pd]. The product is [F:25][C:22]([F:23])([F:24])[C:20]1[CH:19]=[C:18]([C:26]2[CH:31]=[CH:30][C:29]([C:32]([F:35])([F:34])[F:33])=[CH:28][CH:27]=2)[N:17]=[C:16]([C:12]2[CH:11]=[C:10]([C:6]3[CH:7]=[CH:8][CH:9]=[C:4]([NH2:1])[CH:5]=3)[CH:15]=[CH:14][CH:13]=2)[N:21]=1. The yield is 0.850.